Dataset: Reaction yield outcomes from USPTO patents with 853,638 reactions. Task: Predict the reaction yield, written as a fraction of the theoretical maximum amount of product (1.0 means a 100% yield; for example, 0.34 means a 34% yield). (1) The reactants are C([O:4][CH2:5][C@@H:6]1[C@@H:11]([O:12]C(=O)C)[C@H:10]([O:16]C(=O)C)[C@H:9]([F:20])[C@@H:8]([O:21][C:22]2[CH:27]=[CH:26][C:25](Br)=[CH:24][C:23]=2[O:29][CH3:30])[O:7]1)(=O)C.[CH3:31][NH:32][C:33]([C:35]1[CH:36]=[C:37](B(O)O)[CH:38]=[CH:39][CH:40]=1)=[O:34]. No catalyst specified. The product is [F:20][C@H:9]1[C@@H:10]([OH:16])[C@H:11]([OH:12])[C@@H:6]([CH2:5][OH:4])[O:7][C@@H:8]1[O:21][C:22]1[CH:27]=[CH:26][C:25]([C:39]2[CH:40]=[C:35]([CH:36]=[CH:37][CH:38]=2)[C:33]([NH:32][CH3:31])=[O:34])=[CH:24][C:23]=1[O:29][CH3:30]. The yield is 0.400. (2) The reactants are [Li+].[OH-].[CH3:3][O:4][C:5]1[CH:6]=[C:7]2[C:12](=[CH:13][C:14]=1[O:15][CH3:16])[N:11]=[CH:10][CH:9]=[C:8]2[O:17][C:18]1[CH:23]=[CH:22][C:21]([N:24]2[CH2:28][CH2:27][CH:26]([C:29]([O:31]CC)=[O:30])[C:25]2=[O:34])=[CH:20][C:19]=1[F:35].C1COCC1.Cl. The catalyst is O.CO. The product is [CH3:3][O:4][C:5]1[CH:6]=[C:7]2[C:12](=[CH:13][C:14]=1[O:15][CH3:16])[N:11]=[CH:10][CH:9]=[C:8]2[O:17][C:18]1[CH:23]=[CH:22][C:21]([N:24]2[CH2:28][CH2:27][CH:26]([C:29]([OH:31])=[O:30])[C:25]2=[O:34])=[CH:20][C:19]=1[F:35]. The yield is 0.690. (3) No catalyst specified. The reactants are [CH2:1]1[C:6]2[CH:7]=CC(NC(=O)OCC3C=CC=CC=3)=[CH:10][C:5]=2[CH2:4][CH2:3][O:2]1.CO.[O:24]([C:26]([CH3:29])(C)C)[Li].[C:30]([O:33][C@H:34]([CH2:40]Cl)[CH2:35][NH:36][C:37](=O)[CH3:38])(=[O:32])C.C[N:43](C=O)C. The product is [CH2:1]1[C:6]2[CH:7]=[CH:38][C:37]([N:36]3[CH2:35][C@H:34]([CH2:40][CH2:29][C:26]([NH2:43])=[O:24])[O:33][C:30]3=[O:32])=[CH:10][C:5]=2[CH2:4][CH2:3][O:2]1. The yield is 0.500.